From a dataset of Catalyst prediction with 721,799 reactions and 888 catalyst types from USPTO. Predict which catalyst facilitates the given reaction. (1) Reactant: [NH2:1][C:2]1[N:20]=[C:5]2[C:6]([C:11]3[CH:12]=[CH:13][C:14]([F:19])=[C:15]([CH:18]=3)[C:16]#[N:17])=[CH:7][C:8]([CH3:10])=[CH:9][N:4]2[N:3]=1.Br[C:22]1[CH:27]=[CH:26][C:25]([N:28]2[CH:32]=[C:31]([CH3:33])[N:30]=[CH:29]2)=[C:24]([O:34][CH3:35])[CH:23]=1.C(Cl)Cl. Product: [F:19][C:14]1[CH:13]=[CH:12][C:11]([C:6]2[C:5]3[N:4]([N:3]=[C:2]([NH:1][C:22]4[CH:27]=[CH:26][C:25]([N:28]5[CH:32]=[C:31]([CH3:33])[N:30]=[CH:29]5)=[C:24]([O:34][CH3:35])[CH:23]=4)[N:20]=3)[CH:9]=[C:8]([CH3:10])[CH:7]=2)=[CH:18][C:15]=1[C:16]#[N:17]. The catalyst class is: 61. (2) Reactant: [CH:1]1[CH:2]=[CH:3][N:4]2[CH2:10][C:9]3[CH:11]=[CH:12][CH:13]=[CH:14][C:8]=3[NH:7][CH2:6][C:5]=12.[Cl:15][C:16]1[CH:24]=[CH:23][C:19]([C:20](Cl)=[O:21])=[CH:18][N:17]=1. Product: [Cl:15][C:16]1[N:17]=[CH:18][C:19]([C:20]([N:7]2[C:8]3[CH:14]=[CH:13][CH:12]=[CH:11][C:9]=3[CH2:10][N:4]3[CH:3]=[CH:2][CH:1]=[C:5]3[CH2:6]2)=[O:21])=[CH:23][CH:24]=1. The catalyst class is: 4. (3) Reactant: [Cl:1][C:2]1[CH:3]=[CH:4][C:5]([C:8]([OH:10])=O)=[N:6][CH:7]=1.C(N(C(C)C)CC)(C)C.F[P-](F)(F)(F)(F)F.CN(C(N(C)C)=[N+]1C2C(=NC=CC=2)[N+]([O-])=N1)C.[NH2:44][C:45]1[CH:46]=[CH:47][C:48]([F:67])=[C:49]([C:51]23[CH2:58][CH:57]2[CH2:56][CH2:55][S:54][C:53]([NH:59][C:60](=[O:66])[O:61][C:62]([CH3:65])([CH3:64])[CH3:63])=[N:52]3)[CH:50]=1. Product: [Cl:1][C:2]1[CH:3]=[CH:4][C:5]([C:8]([NH:44][C:45]2[CH:46]=[CH:47][C:48]([F:67])=[C:49]([C:51]34[CH2:58][CH:57]3[CH2:56][CH2:55][S:54][C:53]([NH:59][C:60](=[O:66])[O:61][C:62]([CH3:63])([CH3:65])[CH3:64])=[N:52]4)[CH:50]=2)=[O:10])=[N:6][CH:7]=1. The catalyst class is: 139. (4) Reactant: [H-].[Na+].[O:3]1[C:7]2[CH:8]=[CH:9][CH:10]=[CH:11][C:6]=2[N:5]=[C:4]1[NH:12][C:13](=[O:22])[CH2:14][C:15]1[CH:20]=[CH:19][C:18]([F:21])=[CH:17][CH:16]=1.[CH3:23][S:24]([C:27]1[CH:34]=[CH:33][C:30]([CH2:31]Cl)=[CH:29][CH:28]=1)(=[O:26])=[O:25]. Product: [O:3]1[C:7]2[CH:8]=[CH:9][CH:10]=[CH:11][C:6]=2[N:5]=[C:4]1[NH:12][C:13](=[O:22])[CH:14]([C:15]1[CH:20]=[CH:19][C:18]([F:21])=[CH:17][CH:16]=1)[CH2:31][C:30]1[CH:29]=[CH:28][C:27]([S:24]([CH3:23])(=[O:26])=[O:25])=[CH:34][CH:33]=1. The catalyst class is: 3. (5) Reactant: [NH:1]1[C:9]2[CH2:8][CH2:7][CH2:6][CH2:5][C:4]=2[CH2:3][C@H:2]1[C:10]([O:12][CH2:13][C:14]1[CH:19]=[CH:18][CH:17]=[CH:16][CH:15]=1)=[O:11].ClCCl.[C:23]([O:27][C:28]([NH:30][C@@H:31]([CH3:35])[C:32](Cl)=[O:33])=[O:29])([CH3:26])([CH3:25])[CH3:24]. Product: [C:23]([O:27][C:28]([NH:30][C@@H:31]([CH3:35])[C:32]([N:1]1[C:9]2[CH2:8][CH2:7][CH2:6][CH2:5][C:4]=2[CH2:3][C@H:2]1[C:10]([O:12][CH2:13][C:14]1[CH:19]=[CH:18][CH:17]=[CH:16][CH:15]=1)=[O:11])=[O:33])=[O:29])([CH3:26])([CH3:25])[CH3:24]. The catalyst class is: 66.